From a dataset of Full USPTO retrosynthesis dataset with 1.9M reactions from patents (1976-2016). Predict the reactants needed to synthesize the given product. (1) Given the product [F:31][C:30]([F:32])([F:33])[C:27]1[CH:26]=[CH:25][C:24]([NH:21][C:22]([N:10]2[C@H:9]([C:6]3[CH:7]=[CH:8][C:3]([C:2]([F:1])([F:19])[F:20])=[CH:4][CH:5]=3)[C:18]3[N:17]=[CH:16][CH:15]=[CH:14][C:13]=3[CH2:12][CH2:11]2)=[O:23])=[CH:29][CH:28]=1, predict the reactants needed to synthesize it. The reactants are: [F:1][C:2]([F:20])([F:19])[C:3]1[CH:8]=[CH:7][C:6]([C@@H:9]2[C:18]3[N:17]=[CH:16][CH:15]=[CH:14][C:13]=3[CH2:12][CH2:11][NH:10]2)=[CH:5][CH:4]=1.[N:21]([C:24]1[CH:29]=[CH:28][C:27]([C:30]([F:33])([F:32])[F:31])=[CH:26][CH:25]=1)=[C:22]=[O:23]. (2) Given the product [C:35]([CH2:34][CH2:33][NH:32][C:30]([N:27]1[C:17]2[N:18]=[C:19]([N:21]3[CH2:22][CH2:23][O:24][CH2:25][CH2:26]3)[N:20]=[C:15]([C:12]3[CH:11]=[N:10][C:9]([N:8]([CH2:38][C:39]4[CH:44]=[CH:43][C:42]([O:45][CH3:46])=[CH:41][CH:40]=4)[CH2:7][C:6]4[CH:5]=[CH:4][C:3]([O:2][CH3:1])=[CH:48][CH:47]=4)=[N:14][CH:13]=3)[C:16]=2[CH2:29][CH2:28]1)=[O:31])(=[O:37])[NH2:53], predict the reactants needed to synthesize it. The reactants are: [CH3:1][O:2][C:3]1[CH:48]=[CH:47][C:6]([CH2:7][N:8]([CH2:38][C:39]2[CH:44]=[CH:43][C:42]([O:45][CH3:46])=[CH:41][CH:40]=2)[C:9]2[N:14]=[CH:13][C:12]([C:15]3[C:16]4[CH2:29][CH2:28][N:27]([C:30]([NH:32][CH2:33][CH2:34][C:35]([OH:37])=O)=[O:31])[C:17]=4[N:18]=[C:19]([N:21]4[CH2:26][CH2:25][O:24][CH2:23][CH2:22]4)[N:20]=3)=[CH:11][N:10]=2)=[CH:5][CH:4]=1.[Cl-].[NH4+].C([N:53](C(C)C)C(C)C)C.C1C=CC2N(O)N=NC=2C=1. (3) The reactants are: [O:1]1[CH2:6][CH2:5][N:4]([C:7]2[CH:14]=[CH:13][C:10]([C:11]#[N:12])=[C:9]([N+:15]([O-])=O)[CH:8]=2)[CH2:3][CH2:2]1. Given the product [NH2:15][C:9]1[CH:8]=[C:7]([N:4]2[CH2:3][CH2:2][O:1][CH2:6][CH2:5]2)[CH:14]=[CH:13][C:10]=1[C:11]#[N:12], predict the reactants needed to synthesize it. (4) Given the product [NH:24]1[C:25]2[C:21](=[CH:20][C:19]([NH:18][C:16]([O:15][CH:14]([C:35]3[CH:40]=[CH:39][CH:38]=[C:37]([C:41]([O:43][CH3:44])=[O:42])[CH:36]=3)[C@@H:9]3[CH2:10][CH2:11][CH2:12][CH2:13][N:8]3[C:6]([O:5][C:1]([CH3:4])([CH3:3])[CH3:2])=[O:7])=[O:17])=[CH:27][CH:26]=2)[CH:22]=[N:23]1, predict the reactants needed to synthesize it. The reactants are: [C:1]([O:5][C:6]([N:8]1[CH2:13][CH2:12][CH2:11][CH2:10][C@H:9]1[CH:14]([C:35]1[CH:40]=[CH:39][CH:38]=[C:37]([C:41]([O:43][CH2:44]C)=[O:42])[CH:36]=1)[O:15][C:16]([NH:18][C:19]1[CH:20]=[C:21]2[C:25](=[CH:26][CH:27]=1)[N:24](C(OC(C)(C)C)=O)[N:23]=[CH:22]2)=[O:17])=[O:7])([CH3:4])([CH3:3])[CH3:2].O.[OH-].[Li+].CO. (5) Given the product [CH2:6]([O:5][P:4]([CH2:9][C:10]1[CH:15]=[CH:14][C:13]([NH:16][C:17]2[N:22]=[C:21]([NH:30][C:31]3[CH:32]=[CH:33][C:34]([N:42]4[CH2:43][CH2:44][CH:45]([C:48]([OH:50])=[O:49])[CH2:46][CH2:47]4)=[C:35]4[C:39]=3[C:38](=[O:40])[N:37]([CH3:41])[CH2:36]4)[C:20]([C:24]([F:26])([F:27])[F:25])=[CH:19][N:18]=2)=[C:12]([O:28][CH3:29])[CH:11]=1)([O:3][CH2:1][CH3:2])=[O:8])[CH3:7].[F:52][C:53]([F:58])([F:57])[C:54]([OH:56])=[O:55], predict the reactants needed to synthesize it. The reactants are: [CH2:1]([O:3][P:4]([CH2:9][C:10]1[CH:15]=[CH:14][C:13]([NH:16][C:17]2[N:22]=[C:21](Cl)[C:20]([C:24]([F:27])([F:26])[F:25])=[CH:19][N:18]=2)=[C:12]([O:28][CH3:29])[CH:11]=1)(=[O:8])[O:5][CH2:6][CH3:7])[CH3:2].[NH2:30][C:31]1[CH:32]=[CH:33][C:34]([N:42]2[CH2:47][CH2:46][CH:45]([C:48]([O:50]C)=[O:49])[CH2:44][CH2:43]2)=[C:35]2[C:39]=1[C:38](=[O:40])[N:37]([CH3:41])[CH2:36]2.[F:52][C:53]([F:58])([F:57])[C:54]([OH:56])=[O:55].C(O)C(F)(F)F.O.[OH-].[Li+]. (6) Given the product [Cl:1][C:2]1[C:7]([CH3:8])=[CH:6][C:5]([S:9]([NH:12][C:13]2[CH:14]=[C:15]([C:19]3[CH:20]=[C:21]([CH3:29])[C:22]([CH2:26][OH:27])=[C:23]([CH3:25])[CH:24]=3)[CH:16]=[CH:17][CH:18]=2)(=[O:10])=[O:11])=[C:4]([CH3:30])[CH:3]=1, predict the reactants needed to synthesize it. The reactants are: [Cl:1][C:2]1[C:7]([CH3:8])=[CH:6][C:5]([S:9]([NH:12][C:13]2[CH:14]=[C:15]([C:19]3[CH:24]=[C:23]([CH3:25])[C:22]([C:26](O)=[O:27])=[C:21]([CH3:29])[CH:20]=3)[CH:16]=[CH:17][CH:18]=2)(=[O:11])=[O:10])=[C:4]([CH3:30])[CH:3]=1.S(Cl)(Cl)=O.[BH4-].[Na+]. (7) Given the product [ClH:23].[ClH:23].[CH3:14][N:11]1[CH2:10][CH2:9][N:8]([CH2:7][C:6]([OH:15])=[O:5])[CH2:13][CH2:12]1, predict the reactants needed to synthesize it. The reactants are: C([O:5][C:6](=[O:15])[CH2:7][N:8]1[CH2:13][CH2:12][N:11]([CH3:14])[CH2:10][CH2:9]1)(C)(C)C.FC(F)(F)C(O)=O.[ClH:23].O1CCOCC1. (8) Given the product [Cl:1][C:2]1[CH:3]=[C:4]2[C:9](=[CH:10][CH:11]=1)[N:8]([CH3:12])[C:7](=[O:13])[C:6]([C:14]([NH:30][NH:29][C:20](=[O:28])[CH2:21][CH2:22][CH2:23][CH2:24][CH2:25][CH2:26][CH3:27])=[O:16])=[C:5]2[OH:19], predict the reactants needed to synthesize it. The reactants are: [Cl:1][C:2]1[CH:3]=[C:4]2[C:9](=[CH:10][CH:11]=1)[N:8]([CH3:12])[C:7](=[O:13])[C:6]([C:14]([O:16]CC)=O)=[C:5]2[OH:19].[C:20]([NH:29][NH2:30])(=[O:28])[CH2:21][CH2:22][CH2:23][CH2:24][CH2:25][CH2:26][CH3:27].